From a dataset of Full USPTO retrosynthesis dataset with 1.9M reactions from patents (1976-2016). Predict the reactants needed to synthesize the given product. (1) Given the product [CH3:15][O:16][C:17]1[CH:22]=[CH:21][CH:20]=[C:19]([N+:23]([O-:25])=[O:24])[C:18]=1[N:26]1[CH2:31][CH2:32][CH2:33][N:29]([CH2:30][C:7]2[S:6][C:5]([C:8]3[CH:9]=[CH:10][CH:11]=[CH:12][CH:13]=3)=[N:4][CH:3]=2)[CH2:28][CH2:27]1, predict the reactants needed to synthesize it. The reactants are: ClC[C:3]1[N:4]=[C:5]([C:8]2[CH:13]=[CH:12][CH:11]=[CH:10][CH:9]=2)[S:6][CH:7]=1.Cl.[CH3:15][O:16][C:17]1[CH:22]=[CH:21][CH:20]=[C:19]([N+:23]([O-:25])=[O:24])[C:18]=1[N:26]([CH2:31][CH2:32][CH3:33])[CH2:27][CH2:28][NH:29][CH3:30].C(=O)([O-])[O-].[Na+].[Na+].O. (2) Given the product [C:17]([O:16][C:14]([N:11]1[CH2:12][CH2:13][N:8]([C:4]2[CH:3]=[C:2]([B:26]([OH:31])[OH:27])[CH:7]=[CH:6][CH:5]=2)[CH2:9][CH2:10]1)=[O:15])([CH3:20])([CH3:19])[CH3:18], predict the reactants needed to synthesize it. The reactants are: Br[C:2]1[CH:3]=[C:4]([N:8]2[CH2:13][CH2:12][N:11]([C:14]([O:16][C:17]([CH3:20])([CH3:19])[CH3:18])=[O:15])[CH2:10][CH2:9]2)[CH:5]=[CH:6][CH:7]=1.[Li]CCCC.[B:26](OC(C)C)([O:31]C(C)C)[O:27]C(C)C.P(=O)(O)(O)O.